Dataset: Catalyst prediction with 721,799 reactions and 888 catalyst types from USPTO. Task: Predict which catalyst facilitates the given reaction. (1) Reactant: [OH:1][C@@H:2]1[CH2:6][CH2:5][CH2:4][C@H:3]1[NH:7][C:8]1[N:16]=[CH:15][N:14]=[C:13]2[C:9]=1[N:10]=[CH:11][N:12]2[CH:17]1[C@H:21]([OH:22])[C@H:20]([OH:23])[C@@H:19]([CH2:24]Cl)[O:18]1.C(N(CC)CC)C.[H-].[Ca+2].[H-].[F:36][C:37]1[CH:42]=[CH:41][CH:40]=[CH:39][C:38]=1[SH:43]. Product: [OH:1][C@@H:2]1[CH2:6][CH2:5][CH2:4][C@H:3]1[NH:7][C:8]1[N:16]=[CH:15][N:14]=[C:13]2[C:9]=1[N:10]=[CH:11][N:12]2[CH:17]1[C@H:21]([OH:22])[C@H:20]([OH:23])[C@@H:19]([CH2:24][S:43][C:38]2[CH:39]=[CH:40][CH:41]=[CH:42][C:37]=2[F:36])[O:18]1. The catalyst class is: 9. (2) Reactant: [CH3:1][C:2]([O:5][C:6]([N:8]([CH2:10][C:11]1[S:15][C:14]([C:16]([O:18]C)=[O:17])=[CH:13][CH:12]=1)[CH3:9])=[O:7])([CH3:4])[CH3:3].[OH-].[Na+]. Product: [CH3:4][C:2]([O:5][C:6]([N:8]([CH2:10][C:11]1[S:15][C:14]([C:16]([OH:18])=[O:17])=[CH:13][CH:12]=1)[CH3:9])=[O:7])([CH3:1])[CH3:3]. The catalyst class is: 14. (3) Reactant: [C:1]([C:5]1[CH:18]=[CH:17][C:16]2[C:7](=[C:8](Br)[C:9]3[C:14]([C:15]=2Br)=[CH:13][C:12]([C:20]([CH3:23])([CH3:22])[CH3:21])=[CH:11][CH:10]=3)[CH:6]=1)([CH3:4])([CH3:3])[CH3:2].P(C(C)(C)C)(C(C)(C)C)C(C)(C)C.C(O[Na])(C)(C)C. Product: [C:20]([C:12]1[C:11]2[C:6]([C:5]([C:1]([CH3:4])([CH3:2])[CH3:3])=[C:18]3[C:13]=1[CH:14]=[CH:15][CH:16]=[CH:17]3)=[CH:7][CH:8]=[CH:9][CH:10]=2)([CH3:23])([CH3:21])[CH3:22]. The catalyst class is: 101.